From a dataset of Forward reaction prediction with 1.9M reactions from USPTO patents (1976-2016). Predict the product of the given reaction. (1) Given the reactants C([O:3][C:4](=O)[CH2:5][C:6]1([CH2:21][N+:22]([O-])=O)[CH2:11][CH2:10][C:9]([N:17]2[CH2:20][CH2:19][CH2:18]2)([C:12]2[S:13][CH:14]=[CH:15][CH:16]=2)[CH2:8][CH2:7]1)C.[Cl-].[NH4+].O, predict the reaction product. The product is: [N:17]1([C:9]2([C:12]3[S:13][CH:14]=[CH:15][CH:16]=3)[CH2:10][CH2:11][C:6]3([CH2:5][C:4](=[O:3])[NH:22][CH2:21]3)[CH2:7][CH2:8]2)[CH2:20][CH2:19][CH2:18]1. (2) Given the reactants [OH:1][C:2]1[CH:23]=[CH:22][CH:21]=[CH:20][C:3]=1[CH2:4][N:5]([C:13]([O:15][C:16]([CH3:19])([CH3:18])[CH3:17])=[O:14])[C:6]([O:8][C:9]([CH3:12])([CH3:11])[CH3:10])=[O:7].Br[CH2:25][C:26]([NH2:28])=[O:27].C(=O)([O-])[O-].[K+].[K+].[I-].[K+], predict the reaction product. The product is: [C:16]([O:15][C:13]([N:5]([CH2:4][C:3]1[CH:20]=[CH:21][CH:22]=[CH:23][C:2]=1[O:1][CH2:25][C:26]([NH2:28])=[O:27])[C:6]([O:8][C:9]([CH3:12])([CH3:10])[CH3:11])=[O:7])=[O:14])([CH3:17])([CH3:19])[CH3:18].